This data is from Full USPTO retrosynthesis dataset with 1.9M reactions from patents (1976-2016). The task is: Predict the reactants needed to synthesize the given product. (1) Given the product [NH2:14][C:11]1[CH:10]=[CH:9][C:8]([N:5]([CH2:6][CH2:7][N:2]([CH3:1])[CH3:17])[CH2:4][CH3:3])=[CH:13][CH:12]=1, predict the reactants needed to synthesize it. The reactants are: [CH3:1][N:2]1[CH2:7][CH2:6][N:5]([C:8]2[CH:13]=[CH:12][C:11]([N+:14]([O-])=O)=[CH:10][CH:9]=2)[CH2:4][CH2:3]1.[CH3:17]O. (2) Given the product [F:25][C:26]1[CH:34]=[CH:33][C:32]([CH2:35][C:36]2[C:45]3[C:40](=[CH:41][CH:42]=[CH:43][CH:44]=3)[C:39](=[O:46])[NH:38][N:37]=2)=[CH:31][C:27]=1[C:28]([N:65]1[CH2:66][CH2:67][CH:62]([O:61][CH2:60][CH:56]2[CH2:57][CH2:58][CH2:59][O:55]2)[CH2:63][CH2:64]1)=[O:30], predict the reactants needed to synthesize it. The reactants are: F[P-](F)(F)(F)(F)F.N1(OC(N(C)C)=[N+](C)C)C2C=CC=CC=2N=N1.[F:25][C:26]1[CH:34]=[CH:33][C:32]([CH2:35][C:36]2[C:45]3[C:40](=[CH:41][CH:42]=[CH:43][CH:44]=3)[C:39](=[O:46])[NH:38][N:37]=2)=[CH:31][C:27]=1[C:28]([OH:30])=O.C(N(CC)CC)C.Cl.[O:55]1[CH2:59][CH2:58][CH2:57][CH:56]1[CH2:60][O:61][CH:62]1[CH2:67][CH2:66][NH:65][CH2:64][CH2:63]1. (3) The reactants are: [C:1]([O:5][C:6](=[O:58])[C:7]([O:10]/[N:11]=[C:12](/[C:44]1[N:45]=[C:46]([NH:50][C:51]([O:53][C:54]([CH3:57])([CH3:56])[CH3:55])=[O:52])[S:47][C:48]=1[Cl:49])\[C:13]([NH:15][C@@H:16]1[C:23](=[O:24])[N:22]2[C@@H:17]1[S@:18](=[O:43])[CH2:19][C:20]([CH2:41]Cl)=[C:21]2[C:25]([O:27][CH:28]([C:35]1[CH:40]=[CH:39][CH:38]=[CH:37][CH:36]=1)[C:29]1[CH:34]=[CH:33][CH:32]=[CH:31][CH:30]=1)=[O:26])=[O:14])([CH3:9])[CH3:8])([CH3:4])([CH3:3])[CH3:2].[I-:59].[Na+]. Given the product [C:1]([O:5][C:6](=[O:58])[C:7]([O:10]/[N:11]=[C:12](/[C:44]1[N:45]=[C:46]([NH:50][C:51]([O:53][C:54]([CH3:57])([CH3:56])[CH3:55])=[O:52])[S:47][C:48]=1[Cl:49])\[C:13]([NH:15][C@@H:16]1[C:23](=[O:24])[N:22]2[C@@H:17]1[S@:18](=[O:43])[CH2:19][C:20]([CH2:41][I:59])=[C:21]2[C:25]([O:27][CH:28]([C:35]1[CH:40]=[CH:39][CH:38]=[CH:37][CH:36]=1)[C:29]1[CH:34]=[CH:33][CH:32]=[CH:31][CH:30]=1)=[O:26])=[O:14])([CH3:9])[CH3:8])([CH3:4])([CH3:3])[CH3:2], predict the reactants needed to synthesize it. (4) Given the product [ClH:11].[Cl:11][CH2:10][CH2:9][N:5]1[CH2:6][CH2:7][N:2]([CH3:1])[CH2:3][CH2:4]1, predict the reactants needed to synthesize it. The reactants are: [CH3:1][N:2]1[CH2:7][CH2:6][NH:5][CH2:4][CH2:3]1.Br[CH2:9][CH2:10][Cl:11].